From a dataset of Full USPTO retrosynthesis dataset with 1.9M reactions from patents (1976-2016). Predict the reactants needed to synthesize the given product. (1) Given the product [CH:7]1([CH2:12][C@H:13]([CH2:24][N:25]([CH:34]=[O:35])[O:26][CH2:27][C:28]2[CH:29]=[CH:30][CH:31]=[CH:32][CH:33]=2)[C:14]([N:16]2[C@H:20]([C:21]([NH:47][C:44]3[CH:45]=[CH:46][N:41]=[CH:42][N:43]=3)=[O:23])[CH2:19][CH:18]=[N:17]2)=[O:15])[CH2:11][CH2:10][CH2:9][CH2:8]1, predict the reactants needed to synthesize it. The reactants are: CN1C=CN=C1.[CH:7]1([CH2:12][C@H:13]([CH2:24][N:25]([CH:34]=[O:35])[O:26][CH2:27][C:28]2[CH:33]=[CH:32][CH:31]=[CH:30][CH:29]=2)[C:14]([N:16]2[C@H:20]([C:21]([OH:23])=O)[CH2:19][CH:18]=[N:17]2)=[O:15])[CH2:11][CH2:10][CH2:9][CH2:8]1.S(Cl)(C)(=O)=O.[N:41]1[CH:46]=[CH:45][C:44]([NH2:47])=[N:43][CH:42]=1. (2) Given the product [Cl:1][C:2]1[CH:3]=[CH:4][C:5]([O:12][CH2:19][CH:21]2[CH2:22][O:23]2)=[C:6]([NH:8][C:9]([NH2:11])=[O:10])[CH:7]=1, predict the reactants needed to synthesize it. The reactants are: [Cl:1][C:2]1[CH:3]=[CH:4][C:5]([OH:12])=[C:6]([NH:8][C:9]([NH2:11])=[O:10])[CH:7]=1.C(=O)([O-])[O-].[Cs+].[Cs+].[CH2:19]([CH:21]1[O:23][CH2:22]1)Br.